This data is from NCI-60 drug combinations with 297,098 pairs across 59 cell lines. The task is: Regression. Given two drug SMILES strings and cell line genomic features, predict the synergy score measuring deviation from expected non-interaction effect. (1) Drug 1: CC1=C2C(C(=O)C3(C(CC4C(C3C(C(C2(C)C)(CC1OC(=O)C(C(C5=CC=CC=C5)NC(=O)OC(C)(C)C)O)O)OC(=O)C6=CC=CC=C6)(CO4)OC(=O)C)OC)C)OC. Drug 2: CC1C(C(CC(O1)OC2CC(CC3=C2C(=C4C(=C3O)C(=O)C5=C(C4=O)C(=CC=C5)OC)O)(C(=O)CO)O)N)O.Cl. Cell line: RPMI-8226. Synergy scores: CSS=42.6, Synergy_ZIP=-10.9, Synergy_Bliss=-18.8, Synergy_Loewe=-14.0, Synergy_HSA=-11.8. (2) Drug 1: CN(C)C1=NC(=NC(=N1)N(C)C)N(C)C. Drug 2: CCC1(C2=C(COC1=O)C(=O)N3CC4=CC5=C(C=CC(=C5CN(C)C)O)N=C4C3=C2)O.Cl. Cell line: HOP-62. Synergy scores: CSS=17.4, Synergy_ZIP=2.64, Synergy_Bliss=-1.72, Synergy_Loewe=-41.5, Synergy_HSA=-7.75. (3) Drug 1: CC(CN1CC(=O)NC(=O)C1)N2CC(=O)NC(=O)C2. Drug 2: CCC(=C(C1=CC=CC=C1)C2=CC=C(C=C2)OCCN(C)C)C3=CC=CC=C3.C(C(=O)O)C(CC(=O)O)(C(=O)O)O. Cell line: RPMI-8226. Synergy scores: CSS=27.0, Synergy_ZIP=7.07, Synergy_Bliss=5.10, Synergy_Loewe=-1.96, Synergy_HSA=1.26. (4) Drug 1: C1=C(C(=O)NC(=O)N1)F. Drug 2: CC1=C(C(=O)C2=C(C1=O)N3CC4C(C3(C2COC(=O)N)OC)N4)N. Cell line: SW-620. Synergy scores: CSS=60.3, Synergy_ZIP=1.34, Synergy_Bliss=-0.00518, Synergy_Loewe=5.29, Synergy_HSA=6.96. (5) Drug 1: CS(=O)(=O)OCCCCOS(=O)(=O)C. Drug 2: N.N.Cl[Pt+2]Cl. Cell line: RXF 393. Synergy scores: CSS=16.3, Synergy_ZIP=-4.82, Synergy_Bliss=-12.7, Synergy_Loewe=-43.0, Synergy_HSA=-12.1. (6) Drug 1: CN(CCCl)CCCl.Cl. Drug 2: CC1C(C(CC(O1)OC2CC(CC3=C2C(=C4C(=C3O)C(=O)C5=CC=CC=C5C4=O)O)(C(=O)C)O)N)O. Cell line: KM12. Synergy scores: CSS=23.8, Synergy_ZIP=-8.73, Synergy_Bliss=-6.07, Synergy_Loewe=-16.0, Synergy_HSA=-3.58.